Dataset: Forward reaction prediction with 1.9M reactions from USPTO patents (1976-2016). Task: Predict the product of the given reaction. (1) The product is: [CH2:1]([N:28]1[C:32]([CH3:33])([CH3:34])[C:31](=[O:35])[N:30]([C:36]2[CH:37]=[CH:38][C:39]([N+:42]([O-:44])=[O:43])=[CH:40][C:41]=2[C:66]([F:69])([F:68])[F:67])[C:29]1=[O:49])[CH2:2][CH2:3][CH2:4][CH2:5][N:6]1[C:10]([CH3:12])([CH3:11])[C:9](=[O:13])[N:8]([C:14]2[CH:19]=[CH:18][C:17]([N+:20]([O-:22])=[O:21])=[CH:16][C:15]=2[C:66]([F:69])([F:68])[F:67])[C:7]1=[O:27]. Given the reactants [CH2:1]([N:28]1[C:32]([CH3:34])([CH3:33])[C:31](=[O:35])[N:30]([C:36]2[CH:41]=[CH:40][C:39]([N+:42]([O-:44])=[O:43])=[C:38](C(F)(F)F)[CH:37]=2)[C:29]1=[O:49])[CH2:2][CH2:3][CH2:4][CH2:5][N:6]1[C:10]([CH3:12])([CH3:11])[C:9](=[O:13])[N:8]([C:14]2[CH:19]=[CH:18][C:17]([N+:20]([O-:22])=[O:21])=[C:16](C(F)(F)F)[CH:15]=2)[C:7]1=[O:27].CC1(C)NC(=O)N(C2C=CC([N+]([O-])=O)=C([C:66]([F:69])([F:68])[F:67])C=2)C1=O, predict the reaction product. (2) Given the reactants [N+:1]([C:4]1[CH:9]=[CH:8][C:7]([C:10]([C:12]2[S:13][CH:14]=[CH:15][CH:16]=2)=[O:11])=[CH:6][CH:5]=1)([O-])=O.[Sn](Cl)Cl, predict the reaction product. The product is: [NH2:1][C:4]1[CH:9]=[CH:8][C:7]([C:10]([C:12]2[S:13][CH:14]=[CH:15][CH:16]=2)=[O:11])=[CH:6][CH:5]=1. (3) Given the reactants [CH3:1][O:2][C:3]1[CH:8]=[CH:7][C:6]([O:9][CH3:10])=[CH:5][C:4]=1[CH2:11][CH2:12][C:13](O)=O.C1CCC(N=C=NC2CCCCC2)CC1.[N:31]1[C:35]2[CH:36]=[CH:37][C:38]([C:40]([NH:42][NH2:43])=O)=[CH:39][C:34]=2[NH:33][CH:32]=1.COC1C=CC(P2(SP(C3C=CC(OC)=CC=3)(=S)S2)=[S:53])=CC=1, predict the reaction product. The product is: [CH3:1][O:2][C:3]1[CH:8]=[CH:7][C:6]([O:9][CH3:10])=[CH:5][C:4]=1[CH2:11][CH2:12][C:13]1[S:53][C:40]([C:38]2[CH:37]=[CH:36][C:35]3[NH:31][CH:32]=[N:33][C:34]=3[CH:39]=2)=[N:42][N:43]=1. (4) The product is: [C:1]([C:4]1[CH:5]=[C:6]([NH:10][C:11]([NH:13][C@@H:14]2[CH2:19][CH2:18][N:17]([C:42](=[O:47])[C:43]([CH3:46])([CH3:45])[CH3:44])[CH2:16][C@H:15]2[CH2:20][N:21]2[CH2:26][CH2:25][CH2:24][C@@H:23]([CH2:27][C:28]3[CH:29]=[CH:30][C:31]([F:34])=[CH:32][CH:33]=3)[CH2:22]2)=[O:12])[CH:7]=[CH:8][CH:9]=1)(=[O:3])[CH3:2]. Given the reactants [C:1]([C:4]1[CH:5]=[C:6]([NH:10][C:11]([NH:13][C@@H:14]2[CH2:19][CH2:18][NH:17][CH2:16][C@@H:15]2[CH2:20][N:21]2[CH2:26][CH2:25][CH2:24][C@@H:23]([CH2:27][C:28]3[CH:33]=[CH:32][C:31]([F:34])=[CH:30][CH:29]=3)[CH2:22]2)=[O:12])[CH:7]=[CH:8][CH:9]=1)(=[O:3])[CH3:2].C(N(CC)CC)C.[C:42](Cl)(=[O:47])[C:43]([CH3:46])([CH3:45])[CH3:44], predict the reaction product. (5) Given the reactants Cl[C:2]1[N:3]=[N:4][CH:5]=[C:6]([C:8]([N:10]2[CH2:15][CH2:14][CH2:13][CH:12]([C:16]3[CH:21]=[CH:20][CH:19]=[CH:18][C:17]=3[O:22][CH3:23])[CH2:11]2)=[O:9])[CH:7]=1.[CH3:24][NH2:25], predict the reaction product. The product is: [CH3:23][O:22][C:17]1[CH:18]=[CH:19][CH:20]=[CH:21][C:16]=1[CH:12]1[CH2:13][CH2:14][CH2:15][N:10]([C:8]([C:6]2[CH:7]=[C:2]([NH:25][CH3:24])[N:3]=[N:4][CH:5]=2)=[O:9])[CH2:11]1. (6) Given the reactants [F:1][C:2]1[CH:7]=[CH:6][CH:5]=[CH:4][C:3]=1[C:8](=[O:11])[CH2:9][CH3:10].[Br:12]Br, predict the reaction product. The product is: [Br:12][CH:9]([CH3:10])[C:8]([C:3]1[CH:4]=[CH:5][CH:6]=[CH:7][C:2]=1[F:1])=[O:11].